This data is from Full USPTO retrosynthesis dataset with 1.9M reactions from patents (1976-2016). The task is: Predict the reactants needed to synthesize the given product. (1) Given the product [O:104]=[C:101]1[CH:102]=[CH:103][C:99](=[O:98])[N:100]1[CH2:105][CH2:106][CH2:107][CH2:108][CH2:109][C:110]([NH:112][NH:113][C:1](=[O:3])[CH2:4][CH2:5][CH2:6][N:7]([CH3:65])[C@H:8]([C:12]([NH:14][C@H:15]([C:19]([N:21]([C@@H:23]([C@@H:61]([CH3:64])[CH2:62][CH3:63])[C@H:24]([O:59][CH3:60])[CH2:25][C:26]([N:28]1[CH2:32][CH2:31][CH2:30][C@H:29]1[C@H:33]([O:57][CH3:58])[C@@H:34]([CH3:56])[C:35]([NH:37][C@@H:38]([CH2:49][C:50]1[CH:51]=[CH:52][CH:53]=[CH:54][CH:55]=1)[C:39]([O:41][CH2:42][C:43]1[CH:48]=[CH:47][CH:46]=[CH:45][CH:44]=1)=[O:40])=[O:36])=[O:27])[CH3:22])=[O:20])[CH:16]([CH3:18])[CH3:17])=[O:13])[CH:9]([CH3:10])[CH3:11])=[O:111], predict the reactants needed to synthesize it. The reactants are: [C:1]([CH2:4][CH2:5][CH2:6][N:7]([CH3:65])[C@H:8]([C:12]([NH:14][C@H:15]([C:19]([N:21]([C@@H:23]([C@@H:61]([CH3:64])[CH2:62][CH3:63])[C@H:24]([O:59][CH3:60])[CH2:25][C:26]([N:28]1[CH2:32][CH2:31][CH2:30][C@H:29]1[C@H:33]([O:57][CH3:58])[C@@H:34]([CH3:56])[C:35]([NH:37][C@@H:38]([CH2:49][C:50]1[CH:55]=[CH:54][CH:53]=[CH:52][CH:51]=1)[C:39]([O:41][CH2:42][C:43]1[CH:48]=[CH:47][CH:46]=[CH:45][CH:44]=1)=[O:40])=[O:36])=[O:27])[CH3:22])=[O:20])[CH:16]([CH3:18])[CH3:17])=[O:13])[CH:9]([CH3:11])[CH3:10])([OH:3])=O.Cl.CN(C)CCCN=C=NCC.O.ON1C2C=CC=CC=2N=N1.C(N(CC)C(C)C)(C)C.[O:98]=[C:99]1[CH:103]=[CH:102][C:101](=[O:104])[N:100]1[CH2:105][CH2:106][CH2:107][CH2:108][CH2:109][C:110]([NH:112][NH2:113])=[O:111]. (2) Given the product [NH2:1][C:4]1[CH:26]=[CH:25][C:7]([O:8][CH2:9][CH2:10][CH2:11][N:12]2[CH2:17][CH2:16][N:15]([C:18]([O:20][C:21]([CH3:24])([CH3:22])[CH3:23])=[O:19])[CH2:14][CH2:13]2)=[CH:6][C:5]=1[C:27]([F:29])([F:30])[F:28], predict the reactants needed to synthesize it. The reactants are: [N+:1]([C:4]1[CH:26]=[CH:25][C:7]([O:8][CH2:9][CH2:10][CH2:11][N:12]2[CH2:17][CH2:16][N:15]([C:18]([O:20][C:21]([CH3:24])([CH3:23])[CH3:22])=[O:19])[CH2:14][CH2:13]2)=[CH:6][C:5]=1[C:27]([F:30])([F:29])[F:28])([O-])=O.C([O-])=O.[NH4+].C1(C)C=CC=CC=1. (3) Given the product [Cl:1][C:2]1[N:3]([NH2:13])[CH:4]=[C:5]([C:7]2[CH:8]=[N:9][CH:10]=[CH:11][CH:12]=2)[N:6]=1, predict the reactants needed to synthesize it. The reactants are: [Cl:1][C:2]1[N:3](/[N:13]=C/C2C=CC(Cl)=CC=2)[CH:4]=[C:5]([C:7]2[CH:8]=[N:9][CH:10]=[CH:11][CH:12]=2)[N:6]=1.O.NN. (4) Given the product [OH:17][CH2:16][C:13]1[CH:14]=[N:15][C:5]2[N:4]([CH:1]([CH3:2])[CH3:3])[C@@H:9]([CH3:10])[C:8](=[O:11])[NH:7][C:6]=2[CH:12]=1, predict the reactants needed to synthesize it. The reactants are: [CH:1]([N:4]1[C@@H:9]([CH3:10])[C:8](=[O:11])[NH:7][C:6]2[CH:12]=[C:13]([C:16](OC)=[O:17])[CH:14]=[N:15][C:5]1=2)([CH3:3])[CH3:2].[H-].[Na+].[H-].[H-].[H-].[H-].[Li+].[Al+3].